Predict which catalyst facilitates the given reaction. From a dataset of Catalyst prediction with 721,799 reactions and 888 catalyst types from USPTO. (1) Reactant: [N:1]1([CH2:10][C:11]2[CH:16]=[CH:15][C:14]([C:17](=[S:19])[NH2:18])=[CH:13][CH:12]=2)[C:5]2[CH:6]=[CH:7][CH:8]=[CH:9][C:4]=2[N:3]=[CH:2]1.[Cl:20][CH2:21][C:22]([CH2:24]Cl)=O. Product: [Cl:20][CH2:21][C:22]1[N:18]=[C:17]([C:14]2[CH:15]=[CH:16][C:11]([CH2:10][N:1]3[C:5]4[CH:6]=[CH:7][CH:8]=[CH:9][C:4]=4[N:3]=[CH:2]3)=[CH:12][CH:13]=2)[S:19][CH:24]=1. The catalyst class is: 8. (2) Reactant: [F:1][C:2]([F:11])([F:10])[C:3]1[CH:9]=[CH:8][C:6]([NH2:7])=[CH:5][CH:4]=1.ClOC(C)(C)C.C[O:19][C:20](=O)[CH2:21][S:22][CH3:23].C(N(CC)CC)C. Product: [CH3:23][S:22][CH:21]1[C:8]2[C:6](=[CH:5][CH:4]=[C:3]([C:2]([F:10])([F:11])[F:1])[CH:9]=2)[NH:7][C:20]1=[O:19]. The catalyst class is: 4. (3) Reactant: [C:1]1([Mg]Br)[CH:6]=[CH:5][CH:4]=[CH:3][CH:2]=1.[CH3:9][N:10]1[CH2:28][CH2:27][C:13]2[N:14]([C:22]([CH3:26])([CH3:25])[CH:23]=[O:24])[C:15]3[CH:16]=[CH:17][C:18]([CH3:21])=[CH:19][C:20]=3[C:12]=2[CH2:11]1. Product: [CH3:9][N:10]1[CH2:28][CH2:27][C:13]2[N:14]([C:22]([CH3:25])([CH3:26])[CH:23]([C:1]3[CH:6]=[CH:5][CH:4]=[CH:3][CH:2]=3)[OH:24])[C:15]3[CH:16]=[CH:17][C:18]([CH3:21])=[CH:19][C:20]=3[C:12]=2[CH2:11]1. The catalyst class is: 387. (4) Reactant: [C:1]1([OH:12])([C:6]2(O)[CH2:10][CH2:9][CH2:8][CH2:7]2)[CH2:5][CH2:4][CH2:3][CH2:2]1.COC(OC)OC.B(F)(F)F.CCOCC. Product: [CH2:7]1[C:6]2([CH2:2][CH2:3][CH2:4][CH2:5][C:1]2=[O:12])[CH2:10][CH2:9][CH2:8]1. The catalyst class is: 2. (5) Reactant: [Cl:1][C:2]1[CH:7]=[CH:6][C:5]([CH:8]2[CH:13]([CH2:14][CH2:15][CH3:16])[CH2:12][N:11](C(OC(C)(C)C)=O)[CH2:10][CH:9]2[O:24][CH2:25][C:26]2[CH:35]=[CH:34][C:33]3[C:28](=[CH:29][CH:30]=[CH:31][CH:32]=3)[CH:27]=2)=[CH:4][CH:3]=1.Cl. Product: [Cl:1][C:2]1[CH:7]=[CH:6][C:5]([CH:8]2[CH:13]([CH2:14][CH2:15][CH3:16])[CH2:12][NH:11][CH2:10][CH:9]2[O:24][CH2:25][C:26]2[CH:35]=[CH:34][C:33]3[C:28](=[CH:29][CH:30]=[CH:31][CH:32]=3)[CH:27]=2)=[CH:4][CH:3]=1. The catalyst class is: 5. (6) Product: [OH:1][C@H:2]1[C:10]2[C:5](=[CH:6][CH:7]=[CH:8][CH:9]=2)[CH2:4][C@:3]1([CH2:20][C:21]1[CH:29]=[CH:28][C:24]([C:25]([N:32]([CH3:33])[CH3:31])=[O:26])=[CH:23][CH:22]=1)[C:11]1[CH2:12][C:13]2[C:18]([CH:19]=1)=[CH:17][CH:16]=[CH:15][CH:14]=2. The catalyst class is: 2. Reactant: [OH:1][C@H:2]1[C:10]2[C:5](=[CH:6][CH:7]=[CH:8][CH:9]=2)[CH2:4][C@:3]1([CH2:20][C:21]1[CH:29]=[CH:28][C:24]([C:25](O)=[O:26])=[CH:23][CH:22]=1)[C:11]1[CH2:12][C:13]2[C:18]([CH:19]=1)=[CH:17][CH:16]=[CH:15][CH:14]=2.C[CH2:31][N:32](CC)[CH2:33]C.CNC.C(P1(=O)OP(CCC)(=O)OP(CCC)(=O)O1)CC. (7) Reactant: [NH2:1][C@H:2]([C:7]([OH:9])=[O:8])[CH2:3][C:4]([OH:6])=[O:5].[CH2:10](O)[C:11]1[CH:16]=[CH:15][CH:14]=[CH:13][CH:12]=1.O.[C:19]1([CH3:29])[CH:24]=[CH:23][C:22](S(O)(=O)=O)=[CH:21][CH:20]=1.C1C=CC=CC=1. Product: [NH2:1][C@H:2]([C:7]([O:9][CH2:29][C:19]1[CH:24]=[CH:23][CH:22]=[CH:21][CH:20]=1)=[O:8])[CH2:3][C:4]([O:6][CH2:10][C:11]1[CH:16]=[CH:15][CH:14]=[CH:13][CH:12]=1)=[O:5]. The catalyst class is: 28.